From a dataset of Full USPTO retrosynthesis dataset with 1.9M reactions from patents (1976-2016). Predict the reactants needed to synthesize the given product. Given the product [C:1]([O:5][C:6]([N:8]1[CH:12]=[CH:11][CH:10]=[C:9]1[C:17]1[CH:22]=[CH:21][CH:20]=[C:19]([S:23](=[O:25])(=[O:24])[NH2:26])[CH:18]=1)=[O:7])([CH3:4])([CH3:3])[CH3:2], predict the reactants needed to synthesize it. The reactants are: [C:1]([O:5][C:6]([N:8]1[CH:12]=[CH:11][CH:10]=[C:9]1B(O)O)=[O:7])([CH3:4])([CH3:3])[CH3:2].Br[C:17]1[CH:18]=[C:19]([S:23]([NH2:26])(=[O:25])=[O:24])[CH:20]=[CH:21][CH:22]=1.